This data is from HIV replication inhibition screening data with 41,000+ compounds from the AIDS Antiviral Screen. The task is: Binary Classification. Given a drug SMILES string, predict its activity (active/inactive) in a high-throughput screening assay against a specified biological target. (1) The compound is CC(=O)NCc1nc(C#N)c(N)o1. The result is 0 (inactive). (2) The drug is Cc1cc2c(cc1Cl)SC(NNC(=O)c1ccccc1)=NS2(=O)=O. The result is 0 (inactive). (3) The molecule is O=C1c2ccccc2C(=O)c2cc3c(cc21)CS(=O)C3. The result is 0 (inactive).